From a dataset of Catalyst prediction with 721,799 reactions and 888 catalyst types from USPTO. Predict which catalyst facilitates the given reaction. Reactant: [Br:1][C:2]1[C:3]([O:18][C:19]2[C:24]([CH3:25])=[CH:23][C:22]([C:26]#[N:27])=[CH:21][C:20]=2[CH3:28])=[N:4][C:5]([NH:9][C:10]2[CH:17]=[CH:16][C:13]([C:14]#[N:15])=[CH:12][CH:11]=2)=[N:6][C:7]=1Cl.[NH3:29].O1CCOCC1. Product: [NH2:29][C:7]1[C:2]([Br:1])=[C:3]([O:18][C:19]2[C:24]([CH3:25])=[CH:23][C:22]([C:26]#[N:27])=[CH:21][C:20]=2[CH3:28])[N:4]=[C:5]([NH:9][C:10]2[CH:17]=[CH:16][C:13]([C:14]#[N:15])=[CH:12][CH:11]=2)[N:6]=1. The catalyst class is: 6.